Dataset: Full USPTO retrosynthesis dataset with 1.9M reactions from patents (1976-2016). Task: Predict the reactants needed to synthesize the given product. (1) Given the product [CH2:12]([O:11][C:8]1[CH:9]=[CH:10][C:5]([C:3]([OH:4])=[O:2])=[N:6][CH:7]=1)[C:13]#[C:14][CH3:15], predict the reactants needed to synthesize it. The reactants are: C[O:2][C:3]([C:5]1[CH:10]=[CH:9][C:8]([O:11][CH2:12][C:13]#[C:14][CH3:15])=[CH:7][N:6]=1)=[O:4].[Li+].[OH-].Cl. (2) Given the product [F:22][C:23]1[C:28]([F:29])=[CH:27][CH:26]=[CH:25][C:24]=1[C:30]1[N:38]=[C:33]2[CH:34]=[N:35][N:36]([CH2:2][C:3]3[CH:8]=[N:7][C:6]([C:9]4[CH:14]=[CH:13][C:12]([C:15]([F:18])([F:17])[F:16])=[CH:11][C:10]=4[N+:19]([O-:21])=[O:20])=[CH:5][CH:4]=3)[CH:37]=[C:32]2[N:31]=1, predict the reactants needed to synthesize it. The reactants are: Br[CH2:2][C:3]1[CH:4]=[CH:5][C:6]([C:9]2[CH:14]=[CH:13][C:12]([C:15]([F:18])([F:17])[F:16])=[CH:11][C:10]=2[N+:19]([O-:21])=[O:20])=[N:7][CH:8]=1.[F:22][C:23]1[C:28]([F:29])=[CH:27][CH:26]=[CH:25][C:24]=1[C:30]1[N:38]=[C:33]2[CH:34]=[N:35][NH:36][CH:37]=[C:32]2[N:31]=1.